From a dataset of Forward reaction prediction with 1.9M reactions from USPTO patents (1976-2016). Predict the product of the given reaction. Given the reactants [C:1]([O:9][C@H:10]1[CH2:14][CH2:13][N:12](C(OC(C)(C)C)=O)[CH2:11]1)(=[O:8])[C:2]1[CH:7]=[CH:6][CH:5]=[CH:4][CH:3]=1.C(C(O)=O)(F)(F)F, predict the reaction product. The product is: [NH:12]1[CH2:13][CH2:14][C@H:10]([O:9][C:1](=[O:8])[C:2]2[CH:3]=[CH:4][CH:5]=[CH:6][CH:7]=2)[CH2:11]1.